This data is from NCI-60 drug combinations with 297,098 pairs across 59 cell lines. The task is: Regression. Given two drug SMILES strings and cell line genomic features, predict the synergy score measuring deviation from expected non-interaction effect. Drug 1: CNC(=O)C1=CC=CC=C1SC2=CC3=C(C=C2)C(=NN3)C=CC4=CC=CC=N4. Drug 2: CS(=O)(=O)C1=CC(=C(C=C1)C(=O)NC2=CC(=C(C=C2)Cl)C3=CC=CC=N3)Cl. Cell line: RPMI-8226. Synergy scores: CSS=-4.19, Synergy_ZIP=5.06, Synergy_Bliss=10.4, Synergy_Loewe=1.41, Synergy_HSA=1.27.